Dataset: Forward reaction prediction with 1.9M reactions from USPTO patents (1976-2016). Task: Predict the product of the given reaction. (1) Given the reactants [OH:1][CH2:2][C:3]([CH3:8])([CH3:7])[C:4]([OH:6])=[O:5].[C:9]([Si:13]([CH3:16])([CH3:15])Cl)([CH3:12])([CH3:11])[CH3:10].N1C=CN=C1.[OH-].[Na+].Cl, predict the reaction product. The product is: [CH3:7][C:3]([CH3:8])([CH2:2][O:1][Si:13]([CH3:16])([CH3:15])[C:9]([CH3:12])([CH3:11])[CH3:10])[C:4]([OH:6])=[O:5]. (2) Given the reactants [NH2:1][C:2]1[S:3][CH:4]=[C:5]([CH2:7][NH:8][C:9]2[N:14]=[C:13]([CH3:15])[N:12]=[C:11]([NH:16][NH:17][C:18](=[O:37])[C@H:19]([CH2:31][CH:32]3[CH2:36][CH2:35][CH2:34][CH2:33]3)[CH2:20][N:21]([O:24]C3CCCCO3)[CH:22]=[O:23])[C:10]=2[F:38])[N:6]=1.CC(O)=O, predict the reaction product. The product is: [NH2:1][C:2]1[S:3][CH:4]=[C:5]([CH2:7][NH:8][C:9]2[N:14]=[C:13]([CH3:15])[N:12]=[C:11]([NH:16][NH:17][C:18](=[O:37])[C@H:19]([CH2:31][CH:32]3[CH2:36][CH2:35][CH2:34][CH2:33]3)[CH2:20][N:21]([OH:24])[CH:22]=[O:23])[C:10]=2[F:38])[N:6]=1. (3) Given the reactants [NH2:1][C:2]1[N:7]=[CH:6][N:5]=[C:4]2[N:8]([C:33]3[CH:38]=[CH:37][C:36]([CH:39]=O)=[CH:35][CH:34]=3)[N:9]=[C:10]([C:11]3[CH:16]=[CH:15][C:14]([NH:17][C:18](=[O:30])[C:19]4[CH:24]=[CH:23][C:22]([C:25]([F:28])([F:27])[F:26])=[CH:21][C:20]=4[F:29])=[C:13]([O:31][CH3:32])[CH:12]=3)[C:3]=12.[NH:41]1[CH2:46][CH2:45][O:44][CH2:43][CH2:42]1.C(O[BH-](OC(=O)C)OC(=O)C)(=O)C.[Na+].[OH-].[Na+], predict the reaction product. The product is: [NH2:1][C:2]1[N:7]=[CH:6][N:5]=[C:4]2[N:8]([C:33]3[CH:34]=[CH:35][C:36]([CH2:39][N:41]4[CH2:46][CH2:45][O:44][CH2:43][CH2:42]4)=[CH:37][CH:38]=3)[N:9]=[C:10]([C:11]3[CH:16]=[CH:15][C:14]([NH:17][C:18](=[O:30])[C:19]4[CH:24]=[CH:23][C:22]([C:25]([F:27])([F:26])[F:28])=[CH:21][C:20]=4[F:29])=[C:13]([O:31][CH3:32])[CH:12]=3)[C:3]=12. (4) Given the reactants [F:1][C:2]([F:19])([F:18])[C:3]1[CH:4]=[C:5]([CH2:9][N:10]2[CH:14]=[C:13]([C:15]([OH:17])=O)[CH:12]=[N:11]2)[CH:6]=[CH:7][CH:8]=1.[NH2:20][C:21]1[C:22](=[O:32])[N:23]([CH2:29][CH2:30][CH3:31])[C:24](=O)[NH:25][C:26]=1[NH2:27].C(N(CC)CC)C.S(Cl)(Cl)=[O:41], predict the reaction product. The product is: [NH2:27][C:26]1[NH:25][CH2:24][N:23]([CH2:29][C:30](=[O:41])[CH3:31])[C:22](=[O:32])[C:21]=1[NH:20][C:15]([C:13]1[CH:12]=[N:11][N:10]([CH2:9][C:5]2[CH:6]=[CH:7][CH:8]=[C:3]([C:2]([F:1])([F:19])[F:18])[CH:4]=2)[CH:14]=1)=[O:17].